Dataset: Full USPTO retrosynthesis dataset with 1.9M reactions from patents (1976-2016). Task: Predict the reactants needed to synthesize the given product. (1) The reactants are: [CH3:1][O:2][C:3]1[CH:4]=[C:5]2[C:10](=[CH:11][CH:12]=1)[N:9]=[CH:8][C:7]([C:13]([O:15][CH2:16][CH3:17])=[O:14])=[C:6]2O.O=P(Cl)(Cl)[Cl:21].P(Cl)(Cl)(Cl)(Cl)Cl. Given the product [CH3:1][O:2][C:3]1[CH:4]=[C:5]2[C:10](=[CH:11][CH:12]=1)[N:9]=[CH:8][C:7]([C:13]([O:15][CH2:16][CH3:17])=[O:14])=[C:6]2[Cl:21], predict the reactants needed to synthesize it. (2) Given the product [F:19][C:12]1[CH:13]=[CH:14][C:15]([O:17][CH3:18])=[CH:16][C:11]=1[C:8]1[CH:9]=[CH:10][C:5]([CH2:3][OH:2])=[CH:6][C:7]=1[CH:20]([OH:26])[C:21]([CH3:25])([CH3:24])[CH:22]=[CH2:23], predict the reactants needed to synthesize it. The reactants are: C[O:2][C:3]([C:5]1[CH:10]=[CH:9][C:8]([C:11]2[CH:16]=[C:15]([O:17][CH3:18])[CH:14]=[CH:13][C:12]=2[F:19])=[C:7]([CH:20]([OH:26])[C:21]([CH3:25])([CH3:24])[CH:22]=[CH2:23])[CH:6]=1)=O.[H-].[H-].[H-].[H-].[Li+].[Al+3].